This data is from Peptide-MHC class I binding affinity with 185,985 pairs from IEDB/IMGT. The task is: Regression. Given a peptide amino acid sequence and an MHC pseudo amino acid sequence, predict their binding affinity value. This is MHC class I binding data. The peptide sequence is ALPPRAYAM. The MHC is HLA-B35:01 with pseudo-sequence HLA-B35:01. The binding affinity (normalized) is 0.0953.